Dataset: Forward reaction prediction with 1.9M reactions from USPTO patents (1976-2016). Task: Predict the product of the given reaction. Given the reactants [O:1]1[C:5]2[CH:6]=[CH:7][CH:8]=[CH:9][C:4]=2[N:3]=[C:2]1[C:10]1[CH:11]=[CH:12][C:13]([NH:17][CH:18]2[CH2:23][CH2:22][O:21][CH2:20][CH2:19]2)=[C:14]([CH:16]=1)[NH2:15].Cl.[Cl:25][C:26]([Cl:32])([Cl:31])[C:27](=N)OC.O, predict the reaction product. The product is: [O:1]1[C:5]2[CH:6]=[CH:7][CH:8]=[CH:9][C:4]=2[N:3]=[C:2]1[C:10]1[CH:11]=[CH:12][C:13]2[N:17]([CH:18]3[CH2:23][CH2:22][O:21][CH2:20][CH2:19]3)[C:27]([C:26]([Cl:32])([Cl:31])[Cl:25])=[N:15][C:14]=2[CH:16]=1.